From a dataset of Forward reaction prediction with 1.9M reactions from USPTO patents (1976-2016). Predict the product of the given reaction. (1) Given the reactants [CH3:1][C:2]1[CH:11]=[CH:10][CH:9]=[C:8]2[C:3]=1[CH2:4][CH2:5][CH2:6][C@H:7]2[N:12]1[CH2:17][CH2:16][CH:15]([N:18]2[C:22]3[CH:23]=[CH:24][CH:25]=[CH:26][C:21]=3[NH:20][C:19]2=[O:27])[CH2:14][CH2:13]1.[H-].[Na+].Br[CH2:31][C:32]([O:34]CC)=O.[CH3:37][N:38](C=O)C, predict the reaction product. The product is: [CH3:1][C:2]1[CH:11]=[CH:10][CH:9]=[C:8]2[C:3]=1[CH2:4][CH2:5][CH2:6][C@H:7]2[N:12]1[CH2:17][CH2:16][CH:15]([N:18]2[C:22]3[CH:23]=[CH:24][CH:25]=[CH:26][C:21]=3[N:20]([CH2:31][C:32]([NH:38][CH3:37])=[O:34])[C:19]2=[O:27])[CH2:14][CH2:13]1. (2) The product is: [C:22]([O:21][C:19](=[O:20])[NH:18][C:15]1[CH:16]=[CH:17][C:12]([CH2:11][CH2:10][C:8]2[N:9]=[C:5]([NH:4][C:1](=[O:3])[CH3:2])[S:6][C:7]=2[CH2:26][C:27]2[CH:35]=[CH:34][C:30]([C:31]([N:51]([CH3:52])[CH3:49])=[O:33])=[CH:29][CH:28]=2)=[CH:13][CH:14]=1)([CH3:23])([CH3:24])[CH3:25]. Given the reactants [C:1]([NH:4][C:5]1[S:6][C:7]([CH2:26][C:27]2[CH:35]=[CH:34][C:30]([C:31]([OH:33])=O)=[CH:29][CH:28]=2)=[C:8]([CH2:10][CH2:11][C:12]2[CH:17]=[CH:16][C:15]([NH:18][C:19]([O:21][C:22]([CH3:25])([CH3:24])[CH3:23])=[O:20])=[CH:14][CH:13]=2)[N:9]=1)(=[O:3])[CH3:2].Cl.CN.ON1C2C=CC=CC=2N=N1.[CH2:49]([N:51]=[C:52]=NCCCN(C)C)C, predict the reaction product. (3) Given the reactants [F:1][C:2]([F:19])([F:18])[CH:3]([CH:12]1[CH2:17][CH2:16][NH:15][CH2:14][CH2:13]1)[O:4][Si:5]([CH2:10][CH3:11])([CH2:8][CH3:9])[CH2:6][CH3:7].C(N(CC)CC)C.[CH:27]1([C:30](Cl)=[O:31])[CH2:29][CH2:28]1.C(=O)(O)[O-].[Na+], predict the reaction product. The product is: [CH:27]1([C:30]([N:15]2[CH2:16][CH2:17][CH:12]([CH:3]([O:4][Si:5]([CH2:8][CH3:9])([CH2:6][CH3:7])[CH2:10][CH3:11])[C:2]([F:18])([F:1])[F:19])[CH2:13][CH2:14]2)=[O:31])[CH2:29][CH2:28]1. (4) Given the reactants [Cl:1][C:2]1[C:3]([NH:16][CH:17]2[CH2:27][CH2:26][C:20]3([CH2:25][CH2:24][NH:23][CH2:22][CH2:21]3)[CH2:19][CH2:18]2)=[N:4][C:5]([NH:8][C:9]2[C:10]([CH3:15])=[N:11][N:12]([CH3:14])[CH:13]=2)=[N:6][CH:7]=1.[C:28]([CH2:30][C:31](O)=[O:32])#[N:29].CN(C(ON1N=NC2C=CC=NC1=2)=[N+](C)C)C.F[P-](F)(F)(F)(F)F.CCN(CC)CC, predict the reaction product. The product is: [Cl:1][C:2]1[C:3]([NH:16][CH:17]2[CH2:27][CH2:26][C:20]3([CH2:25][CH2:24][N:23]([C:31](=[O:32])[CH2:30][C:28]#[N:29])[CH2:22][CH2:21]3)[CH2:19][CH2:18]2)=[N:4][C:5]([NH:8][C:9]2[C:10]([CH3:15])=[N:11][N:12]([CH3:14])[CH:13]=2)=[N:6][CH:7]=1. (5) Given the reactants [C:1]([C:3]1[C:4](=O)[C:5]2[CH:11]=[C:10]([CH2:12][CH2:13][CH2:14][C:15]([O:17][CH3:18])=[O:16])[S:9][C:6]=2[NH:7][CH:8]=1)#[N:2].P(Cl)(Cl)([Cl:22])=O, predict the reaction product. The product is: [CH3:18][O:17][C:15](=[O:16])[CH2:14][CH2:13][CH2:12][C:10]1[S:9][C:6]2=[N:7][CH:8]=[C:3]([C:1]#[N:2])[C:4]([Cl:22])=[C:5]2[CH:11]=1. (6) The product is: [I:1][C:2]1[CH:3]=[CH:4][C:5]([C@@H:8]2[CH2:10][C@H:9]2[NH:11][CH2:12][CH:13]2[CH2:14][CH2:15][N:16]([CH2:19][C:20]3[CH:21]=[CH:22][C:23]([C:24]([OH:26])=[O:25])=[CH:28][CH:29]=3)[CH2:17][CH2:18]2)=[CH:6][CH:7]=1. Given the reactants [I:1][C:2]1[CH:7]=[CH:6][C:5]([C@@H:8]2[CH2:10][C@H:9]2[NH:11][CH2:12][CH:13]2[CH2:18][CH2:17][N:16]([CH2:19][C:20]3[CH:29]=[CH:28][C:23]([C:24]([O:26]C)=[O:25])=[CH:22][CH:21]=3)[CH2:15][CH2:14]2)=[CH:4][CH:3]=1.[OH-].[Na+], predict the reaction product. (7) Given the reactants [CH3:1][C:2]1([CH3:33])[CH2:11][CH:10]=[C:9]([C:12]2[CH:17]=[CH:16][C:15]([CH3:18])=[CH:14][CH:13]=2)[C:8]2[CH:7]=[C:6]([C:19]([NH:21][C:22]3[CH:32]=[CH:31][C:25]([C:26]([O:28]CC)=[O:27])=[CH:24][CH:23]=3)=[O:20])[CH:5]=[CH:4][C:3]1=2.[OH-].[Na+], predict the reaction product. The product is: [CH3:1][C:2]1([CH3:33])[CH2:11][CH:10]=[C:9]([C:12]2[CH:17]=[CH:16][C:15]([CH3:18])=[CH:14][CH:13]=2)[C:8]2[CH:7]=[C:6]([C:19]([NH:21][C:22]3[CH:23]=[CH:24][C:25]([C:26]([OH:28])=[O:27])=[CH:31][CH:32]=3)=[O:20])[CH:5]=[CH:4][C:3]1=2.